From a dataset of Full USPTO retrosynthesis dataset with 1.9M reactions from patents (1976-2016). Predict the reactants needed to synthesize the given product. (1) Given the product [Br:43][C:44]1[CH:49]=[CH:48][C:47]([O:50][CH3:51])=[C:46]([CH:45]=1)[CH2:52][N:15]([CH2:16][C:17]([O:19][C:20]([CH3:23])([CH3:22])[CH3:21])=[O:18])[S:12]([C:7]1[CH:8]=[C:9]2[C:4](=[CH:5][CH:6]=1)[O:3][C:2]([CH3:24])([CH3:1])[CH2:11][CH2:10]2)(=[O:14])=[O:13], predict the reactants needed to synthesize it. The reactants are: [CH3:1][C:2]1([CH3:24])[CH2:11][CH2:10][C:9]2[C:4](=[CH:5][CH:6]=[C:7]([S:12]([NH:15][CH2:16][C:17]([O:19][C:20]([CH3:23])([CH3:22])[CH3:21])=[O:18])(=[O:14])=[O:13])[CH:8]=2)[O:3]1.CCN(P1(N(C)CCCN1C)=NC(C)(C)C)CC.[Br:43][C:44]1[CH:49]=[CH:48][C:47]([O:50][CH3:51])=[C:46]([CH2:52]Br)[CH:45]=1. (2) The reactants are: [Br:1][C:2]1[C:12]2[CH2:11][CH2:10][NH:9][CH2:8][CH2:7][C:6]=2[CH:5]=[C:4]2[N:13]=[C:14]([C:16]([F:19])([F:18])[F:17])[O:15][C:3]=12.[Cl:20][CH2:21][CH2:22][CH2:23][CH2:24][S:25][C:26]1[N:27]([CH3:42])[C:28]([C:31]2[CH:40]=[CH:39][CH:38]=[C:37]3[C:32]=2[CH:33]=[CH:34][C:35]([CH3:41])=[N:36]3)=[N:29][N:30]=1. Given the product [ClH:20].[Br:1][C:2]1[C:12]2[CH2:11][CH2:10][N:9]([CH2:21][CH2:22][CH2:23][CH2:24][S:25][C:26]3[N:27]([CH3:42])[C:28]([C:31]4[CH:40]=[CH:39][CH:38]=[C:37]5[C:32]=4[CH:33]=[CH:34][C:35]([CH3:41])=[N:36]5)=[N:29][N:30]=3)[CH2:8][CH2:7][C:6]=2[CH:5]=[C:4]2[N:13]=[C:14]([C:16]([F:19])([F:17])[F:18])[O:15][C:3]=12, predict the reactants needed to synthesize it. (3) Given the product [CH3:21][N:22]([CH3:23])[C:18]([CH:16]1[CH2:17][CH:14]([NH:13][C@@H:11]([C:1]2[C:10]3[C:5](=[CH:6][CH:7]=[CH:8][CH:9]=3)[CH:4]=[CH:3][CH:2]=2)[CH3:12])[CH2:15]1)=[O:20], predict the reactants needed to synthesize it. The reactants are: [C:1]1([C@H:11]([NH:13][CH:14]2[CH2:17][CH:16]([C:18]([OH:20])=O)[CH2:15]2)[CH3:12])[C:10]2[C:5](=[CH:6][CH:7]=[CH:8][CH:9]=2)[CH:4]=[CH:3][CH:2]=1.[CH3:21][NH:22][CH3:23].Cl. (4) Given the product [CH3:21][CH2:22][C:23]([O:25][C@@:26]([C@@H:40]([CH2:42][N:43]([CH3:45])[CH3:44])[CH3:41])([C:34]1[CH:35]=[CH:36][CH:37]=[CH:38][CH:39]=1)[CH2:27][C:28]1[CH:29]=[CH:30][CH:31]=[CH:32][CH:33]=1)=[O:24], predict the reactants needed to synthesize it. The reactants are: C1C=CC(NC2C(Cl)=CC=CC=2Cl)=C(CC([O-])=O)C=1.[K+].[CH3:21][CH2:22][C:23]([O:25][C@@:26]([C@@H:40]([CH2:42][N:43]([CH3:45])[CH3:44])[CH3:41])([C:34]1[CH:35]=[CH:36][CH:37]=[CH:38][CH:39]=1)[CH2:27][C:28]1[CH:29]=[CH:30][CH:31]=[CH:32][CH:33]=1)=[O:24].Cl. (5) Given the product [Cl:1][C:2]1[CH:7]=[C:6]([N+:8]([O-:10])=[O:9])[C:5]([O:11][CH3:12])=[CH:4][C:3]=1[C:13]([OH:15])=[O:26], predict the reactants needed to synthesize it. The reactants are: [Cl:1][C:2]1[CH:7]=[C:6]([N+:8]([O-:10])=[O:9])[C:5]([O:11][CH3:12])=[CH:4][C:3]=1[CH3:13].[Mn]([O-])(=O)(=O)=[O:15].[K+].N1C=CC=CC=1.[OH2:26]. (6) Given the product [N:13]1([CH2:12][CH2:11][S:10][C:7]2[CH:8]=[CH:9][C:4]([NH2:1])=[CH:5][CH:6]=2)[CH:17]=[N:16][CH:15]=[N:14]1, predict the reactants needed to synthesize it. The reactants are: [N+:1]([C:4]1[CH:9]=[CH:8][C:7]([S:10][CH2:11][CH2:12][N:13]2[CH:17]=[N:16][CH:15]=[N:14]2)=[CH:6][CH:5]=1)([O-])=O.[Cl-].[Ca+2].[Cl-]. (7) Given the product [C:3]([C:5]1[CH:6]=[C:7]([N:25]2[CH2:30][CH2:29][CH2:28][CH:27]([NH:31][C:32](=[O:33])[O:34][C:35]([CH3:36])([CH3:37])[CH3:38])[CH2:26]2)[CH:8]=[N:9][C:10]=1[O:11][C:12]1[CH:13]=[CH:14][C:15]([O:18][C:19]2[CH:24]=[CH:23][CH:22]=[CH:21][CH:20]=2)=[CH:16][CH:17]=1)(=[O:2])[NH2:39], predict the reactants needed to synthesize it. The reactants are: C[O:2][C:3]([C:5]1[CH:6]=[C:7]([N:25]2[CH2:30][CH2:29][CH2:28][CH:27]([NH:31][C:32]([O:34][C:35]([CH3:38])([CH3:37])[CH3:36])=[O:33])[CH2:26]2)[CH:8]=[N:9][C:10]=1[O:11][C:12]1[CH:17]=[CH:16][C:15]([O:18][C:19]2[CH:24]=[CH:23][CH:22]=[CH:21][CH:20]=2)=[CH:14][CH:13]=1)=O.[NH3:39]. (8) Given the product [NH2:1][C:2]1[C:3]([C:43]2[CH:42]=[C:41]([NH:40][S:37]([C:34]3[CH:35]=[CH:36][C:31]([O:30][CH3:29])=[CH:32][CH:33]=3)(=[O:39])=[O:38])[CH:46]=[CH:45][CH:44]=2)=[C:4]([NH:8][C@H:9]([C:11]2[N:16]([C:17]3[CH:22]=[CH:21][CH:20]=[CH:19][CH:18]=3)[C:15](=[O:23])[C:14]3=[C:24]([CH3:27])[CH:25]=[CH:26][N:13]3[N:12]=2)[CH3:10])[N:5]=[CH:6][N:7]=1, predict the reactants needed to synthesize it. The reactants are: [NH2:1][C:2]1[N:7]=[CH:6][N:5]=[C:4]([NH:8][C@H:9]([C:11]2[N:16]([C:17]3[CH:22]=[CH:21][CH:20]=[CH:19][CH:18]=3)[C:15](=[O:23])[C:14]3=[C:24]([CH3:27])[CH:25]=[CH:26][N:13]3[N:12]=2)[CH3:10])[C:3]=1Br.[CH3:29][O:30][C:31]1[CH:36]=[CH:35][C:34]([S:37]([NH:40][C:41]2[CH:46]=[CH:45][CH:44]=[C:43](B3OC(C)(C)C(C)(C)O3)[CH:42]=2)(=[O:39])=[O:38])=[CH:33][CH:32]=1.C(=O)([O-])[O-].[Na+].[Na+].